The task is: Predict the product of the given reaction.. This data is from Forward reaction prediction with 1.9M reactions from USPTO patents (1976-2016). (1) Given the reactants [O:1]=[C:2]1[CH2:11][CH2:10][CH2:9][C:8]2[CH:7]=[C:6]([C:12]([O:14][CH3:15])=[O:13])[CH:5]=[CH:4][C:3]1=2.C[Si](C)(C)[N-][Si](C)(C)C.[Li+].[CH:26]1([CH:30]=O)[CH2:29][CH2:28][CH2:27]1.O, predict the reaction product. The product is: [CH:26]1([CH:30]=[C:11]2[CH2:10][CH2:9][C:8]3[CH:7]=[C:6]([C:12]([O:14][CH3:15])=[O:13])[CH:5]=[CH:4][C:3]=3[C:2]2=[O:1])[CH2:29][CH2:28][CH2:27]1. (2) Given the reactants FC(F)(F)S(O[C:7]1[C:8]([C:18](=[O:20])[CH3:19])=[CH:9][C:10]([Cl:17])=[C:11]2[C:16]=1[N:15]=[CH:14][CH:13]=[CH:12]2)(=O)=O.[CH3:23][O:24][CH:25]1[CH2:30][CH2:29][CH2:28][NH:27][CH2:26]1.C(=O)([O-])[O-].[Cs+].[Cs+], predict the reaction product. The product is: [Cl:17][C:10]1[CH:9]=[C:8]([C:18](=[O:20])[CH3:19])[C:7]([N:27]2[CH2:28][CH2:29][CH2:30][CH:25]([O:24][CH3:23])[CH2:26]2)=[C:16]2[C:11]=1[CH:12]=[CH:13][CH:14]=[N:15]2. (3) Given the reactants Br[C:2]1[CH:6]=[C:5]([C:7]#[C:8][C:9]([CH3:12])([CH3:11])[CH3:10])[S:4][C:3]=1[C:13]([O:15][CH3:16])=[O:14].Cl.[NH2:18][CH:19]([CH3:28])[CH2:20][C:21]([N:23]1[CH2:27][CH2:26][CH2:25][CH2:24]1)=[O:22].C(=O)([O-])[O-].[Cs+].[Cs+].COC1C=CC=C(OC)C=1C1C=CC=CC=1P(C1CCCCC1)C1CCCCC1, predict the reaction product. The product is: [CH3:10][C:9]([CH3:12])([CH3:11])[C:8]#[C:7][C:5]1[S:4][C:3]([C:13]([O:15][CH3:16])=[O:14])=[C:2]([NH:18][CH:19]([CH2:20][C:21](=[O:22])[N:23]2[CH2:24][CH2:25][CH2:26][CH2:27]2)[CH3:28])[CH:6]=1. (4) Given the reactants O.[OH-].[Li+].[CH3:4][NH:5][C:6]([NH:8][C:9]1[CH:10]=[C:11]([C:15]2[N:19]3[N:20]=[CH:21][C:22]([C:24]4[CH:25]=[C:26]([CH:31]=[CH:32][CH:33]=4)[C:27]([O:29]C)=[O:28])=[CH:23][C:18]3=[N:17][CH:16]=2)[CH:12]=[CH:13][CH:14]=1)=[O:7].C1COCC1.Cl, predict the reaction product. The product is: [CH3:4][NH:5][C:6]([NH:8][C:9]1[CH:10]=[C:11]([C:15]2[N:19]3[N:20]=[CH:21][C:22]([C:24]4[CH:25]=[C:26]([CH:31]=[CH:32][CH:33]=4)[C:27]([OH:29])=[O:28])=[CH:23][C:18]3=[N:17][CH:16]=2)[CH:12]=[CH:13][CH:14]=1)=[O:7]. (5) Given the reactants [ClH:1].[CH:2]1([NH:5][CH2:6][CH2:7][NH:8][C:9]([N:11]2[CH2:16][CH2:15][N:14]3[C:17](=[O:32])[O:18][C:19]([C:26]4[CH:31]=[CH:30][CH:29]=[CH:28][CH:27]=4)([C:20]4[CH:25]=[CH:24][CH:23]=[CH:22][CH:21]=4)[CH:13]3[CH2:12]2)=[O:10])[CH2:4][CH2:3]1.[CH2:33](N(CC)CC)[CH3:34].C(=O)C.C(O[BH-](OC(=O)C)OC(=O)C)(=O)C.[Na+], predict the reaction product. The product is: [ClH:1].[CH:2]1([N:5]([CH2:33][CH3:34])[CH2:6][CH2:7][NH:8][C:9]([N:11]2[CH2:16][CH2:15][N:14]3[C:17](=[O:32])[O:18][C:19]([C:20]4[CH:21]=[CH:22][CH:23]=[CH:24][CH:25]=4)([C:26]4[CH:31]=[CH:30][CH:29]=[CH:28][CH:27]=4)[CH:13]3[CH2:12]2)=[O:10])[CH2:4][CH2:3]1. (6) Given the reactants [CH3:1][C:2]1[N:3]=[CH:4][C:5]([NH:8][C:9]2[C:18]3[C:13](=[CH:14][CH:15]=[C:16]([OH:19])[CH:17]=3)[N:12]=[CH:11][N:10]=2)=[N:6][CH:7]=1.C(O[CH:23](OCC)[CH2:24][O:25][C:26]1[CH:27]=[CH:28][C:29](F)=[N:30][CH:31]=1)C.[NH:36]1[CH2:40][CH2:39][CH2:38][CH2:37]1, predict the reaction product. The product is: [CH3:1][C:2]1[N:3]=[CH:4][C:5]([NH:8][C:9]2[C:18]3[C:13](=[CH:14][CH:15]=[C:16]([O:19][C:29]4[CH:28]=[CH:27][C:26]([O:25][CH2:24][CH2:23][N:36]5[CH2:40][CH2:39][CH2:38][CH2:37]5)=[CH:31][N:30]=4)[CH:17]=3)[N:12]=[CH:11][N:10]=2)=[N:6][CH:7]=1.